This data is from Forward reaction prediction with 1.9M reactions from USPTO patents (1976-2016). The task is: Predict the product of the given reaction. (1) Given the reactants [H-].[Na+].C(OP([CH2:11][C:12]([O:14][CH2:15][CH3:16])=[O:13])(OCC)=O)C.[F:17][C:18]([F:36])([C:32]([F:35])([F:34])[F:33])[C:19]([C:21]1[CH:26]=[CH:25][CH:24]=[C:23]([CH2:27][O:28][CH2:29][O:30][CH3:31])[CH:22]=1)=O.O, predict the reaction product. The product is: [F:17][C:18]([F:36])([C:32]([F:33])([F:34])[F:35])[C:19]([C:21]1[CH:26]=[CH:25][CH:24]=[C:23]([CH2:27][O:28][CH2:29][O:30][CH3:31])[CH:22]=1)=[CH:11][C:12]([O:14][CH2:15][CH3:16])=[O:13]. (2) Given the reactants [C:1]([C:4]1[C:9]([O:10][CH3:11])=[CH:8][C:7]([C:12]2[CH:55]=[CH:54][C:15]([C:16]([N:18]3[CH2:23][CH2:22][N:21]([CH2:24][CH2:25][CH2:26][N:27]4[CH2:32][CH2:31][N:30]([C:33](=[O:53])[C:34]5[CH:39]=[CH:38][C:37]([C:40]6[CH:45]=[C:44]([O:46][CH3:47])[C:43]([C:48](=[O:50])[CH3:49])=[C:42]([O:51][CH3:52])[CH:41]=6)=[CH:36][CH:35]=5)[CH2:29][CH2:28]4)[CH2:20][CH2:19]3)=[O:17])=[CH:14][CH:13]=2)=[CH:6][C:5]=1[O:56][CH3:57])(=[O:3])[CH3:2].C(OCC)(=O)C.[ClH:64], predict the reaction product. The product is: [ClH:64].[ClH:64].[C:48]([C:43]1[C:44]([O:46][CH3:47])=[CH:45][C:40]([C:37]2[CH:36]=[CH:35][C:34]([C:33]([N:30]3[CH2:31][CH2:32][N:27]([CH2:26][CH2:25][CH2:24][N:21]4[CH2:22][CH2:23][N:18]([C:16](=[O:17])[C:15]5[CH:14]=[CH:13][C:12]([C:7]6[CH:8]=[C:9]([O:10][CH3:11])[C:4]([C:1](=[O:3])[CH3:2])=[C:5]([O:56][CH3:57])[CH:6]=6)=[CH:55][CH:54]=5)[CH2:19][CH2:20]4)[CH2:28][CH2:29]3)=[O:53])=[CH:39][CH:38]=2)=[CH:41][C:42]=1[O:51][CH3:52])(=[O:50])[CH3:49].